Dataset: Forward reaction prediction with 1.9M reactions from USPTO patents (1976-2016). Task: Predict the product of the given reaction. (1) Given the reactants [NH2:1][C:2]1[CH:7]=[C:6]([NH:8][S:9]([C:12]2[CH:17]=[CH:16][CH:15]=[CH:14][CH:13]=2)(=[O:11])=[O:10])[CH:5]=[CH:4][C:3]=1[CH2:18][C:19]([O:21][C:22]([CH3:25])(C)C)=[O:20].[C:26]([C:28]1[CH:33]=[CH:32][C:31]([CH2:34][C:35]([OH:37])=O)=[CH:30][CH:29]=1)#[N:27].Cl.C(=O)([O-])[O-].[NH4+:43].[NH4+], predict the reaction product. The product is: [CH2:22]([O:21][C:19]([CH2:18][C:3]1[CH:4]=[CH:5][C:6]([NH:8][S:9]([C:12]2[CH:17]=[CH:16][CH:15]=[CH:14][CH:13]=2)(=[O:11])=[O:10])=[CH:7][C:2]=1[NH:1][C:35]([CH2:34][C:31]1[CH:30]=[CH:29][C:28]([C:26]([NH2:27])=[NH:43])=[CH:33][CH:32]=1)=[O:37])=[O:20])[CH3:25]. (2) Given the reactants F[C:2](F)(F)[C:3]1[CH:8]=[CH:7][C:6]([OH:9])=[CH:5][CH:4]=1.[C:12](OCC)(=[O:14])C.[CH3:18]CCCCC, predict the reaction product. The product is: [CH2:2]([C:3]1[CH:8]=[CH:7][C:6]([OH:9])=[C:5]([CH:4]=1)[CH:12]=[O:14])[CH3:18]. (3) Given the reactants [Cl:1][C:2]1[CH:41]=[CH:40][C:5]2[N:6](CC3C=CC(OC)=CC=3)[C:7](=[O:30])[CH:8]([CH2:21][CH2:22][C:23]3[CH:28]=[CH:27][CH:26]=[CH:25][C:24]=3[Cl:29])[N:9]=[C:10]([C:11]3[CH:12]=[C:13]4[NH:19][C:18](=[O:20])[NH:17][C:14]4=[N:15][CH:16]=3)[C:4]=2[CH:3]=1.[Cl-].[Al+3].[Cl-].[Cl-], predict the reaction product. The product is: [Cl:1][C:2]1[CH:41]=[CH:40][C:5]2[NH:6][C:7](=[O:30])[CH:8]([CH2:21][CH2:22][C:23]3[CH:28]=[CH:27][CH:26]=[CH:25][C:24]=3[Cl:29])[N:9]=[C:10]([C:11]3[CH:12]=[C:13]4[NH:19][C:18](=[O:20])[NH:17][C:14]4=[N:15][CH:16]=3)[C:4]=2[CH:3]=1. (4) Given the reactants [NH2:1][CH2:2][CH:3]([OH:5])[CH3:4].[C:6]1(=O)[CH2:11][CH2:10][CH2:9][CH2:8][CH2:7]1.[BH4-].[Na+], predict the reaction product. The product is: [CH:6]1([NH:1][CH2:2][CH:3]([OH:5])[CH3:4])[CH2:11][CH2:10][CH2:9][CH2:8][CH2:7]1. (5) Given the reactants Br[C:2]1[CH:7]=[CH:6][C:5]([N:8]2[C:12]([C:13]3[CH:21]=[C:20]4[C:16]([C:17]([CH2:25][CH3:26])=[N:18][N:19]4[CH:22]([CH3:24])[CH3:23])=[CH:15][CH:14]=3)=[CH:11][CH:10]=[N:9]2)=[CH:4][CH:3]=1.[CH3:27][N:28]1[CH2:33][CH2:32][NH:31][CH2:30][CH2:29]1.F[B-](F)(F)F.C([PH+](C(C)(C)C)C(C)(C)C)(C)(C)C.CC(C)([O-])C.[Na+], predict the reaction product. The product is: [CH2:25]([C:17]1[C:16]2[C:20](=[CH:21][C:13]([C:12]3[N:8]([C:5]4[CH:6]=[CH:7][C:2]([N:31]5[CH2:32][CH2:33][N:28]([CH3:27])[CH2:29][CH2:30]5)=[CH:3][CH:4]=4)[N:9]=[CH:10][CH:11]=3)=[CH:14][CH:15]=2)[N:19]([CH:22]([CH3:24])[CH3:23])[N:18]=1)[CH3:26]. (6) Given the reactants CCN(C(C)C)C(C)C.[F:10][C:11]([F:35])([F:34])[C:12]1[CH:26]=[C:25]2[C:15]([C:16]([OH:33])=[C:17]([C:28](OCC)=[O:29])[C:18](=[O:27])[C:19]32[CH2:24][CH2:23][O:22][CH2:21][CH2:20]3)=[CH:14][CH:13]=1.Cl.[C:37]([O:41][C:42](=[O:45])[CH2:43][NH2:44])([CH3:40])([CH3:39])[CH3:38], predict the reaction product. The product is: [F:10][C:11]([F:34])([F:35])[C:12]1[CH:26]=[C:25]2[C:15]([C:16]([OH:33])=[C:17]([C:28]([NH:44][CH2:43][C:42]([O:41][C:37]([CH3:40])([CH3:39])[CH3:38])=[O:45])=[O:29])[C:18](=[O:27])[C:19]32[CH2:24][CH2:23][O:22][CH2:21][CH2:20]3)=[CH:14][CH:13]=1. (7) Given the reactants [CH3:1][N:2]([CH3:12])[C:3]1[CH:8]=[CH:7][C:6](B(O)O)=[CH:5][CH:4]=1.[CH3:13][CH:14]([NH:16][CH2:17][CH2:18][CH2:19][N:20]1[C:29]([S:30][C:31]2[CH:36]=[C:35]3[O:37][CH2:38][O:39][C:34]3=[CH:33][C:32]=2I)=[N:28][C:22]2[C:23]([NH2:27])=[N:24][CH:25]=[N:26][C:21]1=2)[CH3:15].C([O-])(O)=O.[Na+].CN(C=O)C, predict the reaction product. The product is: [CH3:1][N:2]([CH3:12])[C:3]1[CH:8]=[CH:7][C:6]([C:32]2[C:31]([S:30][C:29]3[N:20]([CH2:19][CH2:18][CH2:17][NH:16][CH:14]([CH3:15])[CH3:13])[C:21]4[C:22]([N:28]=3)=[C:23]([NH2:27])[N:24]=[CH:25][N:26]=4)=[CH:36][C:35]3[O:37][CH2:38][O:39][C:34]=3[CH:33]=2)=[CH:5][CH:4]=1. (8) Given the reactants [CH2:1]([OH:4])[C:2]#[CH:3].[CH2:5]([SnH:9]([CH2:14][CH2:15][CH2:16][CH3:17])[CH2:10][CH2:11][CH2:12][CH3:13])[CH2:6][CH2:7][CH3:8].N(C1(C#N)CCCCC1)=NC1(C#N)CCCCC1, predict the reaction product. The product is: [CH2:14]([Sn:9]([CH2:5][CH2:6][CH2:7][CH3:8])([CH2:10][CH2:11][CH2:12][CH3:13])[CH:3]=[CH:2][CH2:1][OH:4])[CH2:15][CH2:16][CH3:17]. (9) Given the reactants I[C:2]1[CH:3]=[C:4]([CH:10]=[CH:11][CH:12]=1)[C:5]([O:7][CH2:8][CH3:9])=[O:6].C([Sn](CCCC)(CCCC)[C:18]1[N:19]=[CH:20][S:21][CH:22]=1)CCC.O.CCOC(C)=O, predict the reaction product. The product is: [S:21]1[CH:22]=[C:18]([C:2]2[CH:3]=[C:4]([CH:10]=[CH:11][CH:12]=2)[C:5]([O:7][CH2:8][CH3:9])=[O:6])[N:19]=[CH:20]1. (10) Given the reactants Cl[C:2]1[N:7]2[CH:8]=[N:9][N:10]=[C:6]2[C:5]([C:11]2[CH:16]=[CH:15][CH:14]=[C:13]([C:17]([F:20])([F:19])[F:18])[CH:12]=2)=[C:4]([C:21]2[CH:26]=[CH:25][N:24]=[C:23]([Cl:27])[CH:22]=2)[N:3]=1.[C:28]([O:32][C:33]([N:35]1[CH2:40][CH:39]=[C:38](OS(C(F)(F)F)(=O)=O)[CH2:37][CH2:36]1)=[O:34])([CH3:31])([CH3:30])[CH3:29].[Cl-].[Li+].C[Sn](C)C.C[Sn](C)C.[F-].[K+], predict the reaction product. The product is: [C:28]([O:32][C:33]([N:35]1[CH2:36][CH:37]=[C:38]([C:2]2[N:7]3[CH:8]=[N:9][N:10]=[C:6]3[C:5]([C:11]3[CH:16]=[CH:15][CH:14]=[C:13]([C:17]([F:20])([F:19])[F:18])[CH:12]=3)=[C:4]([C:21]3[CH:26]=[CH:25][N:24]=[C:23]([Cl:27])[CH:22]=3)[N:3]=2)[CH2:39][CH2:40]1)=[O:34])([CH3:31])([CH3:29])[CH3:30].